This data is from Full USPTO retrosynthesis dataset with 1.9M reactions from patents (1976-2016). The task is: Predict the reactants needed to synthesize the given product. (1) Given the product [Br:1][C:2]1[CH:3]=[N:4][C:5]2[N:6]([N:8]=[C:9]([C:11]([N:25]3[CH2:24][CH2:23][C:22]4[C:27](=[CH:28][CH:29]=[C:20]([C:17]5[CH:18]=[CH:19][N:14]=[CH:15][CH:16]=5)[CH:21]=4)[CH2:26]3)=[O:13])[CH:10]=2)[CH:7]=1, predict the reactants needed to synthesize it. The reactants are: [Br:1][C:2]1[CH:3]=[N:4][C:5]2[N:6]([N:8]=[C:9]([C:11]([OH:13])=O)[CH:10]=2)[CH:7]=1.[N:14]1[CH:19]=[CH:18][C:17]([C:20]2[CH:21]=[C:22]3[C:27](=[CH:28][CH:29]=2)[CH2:26][NH:25][CH2:24][CH2:23]3)=[CH:16][CH:15]=1. (2) Given the product [O:1]1[C:10]2[C:5](=[CH:6][CH:7]=[CH:8][CH:9]=2)[CH2:4][CH2:3][CH2:2]1, predict the reactants needed to synthesize it. The reactants are: [O:1]1[C:10]2[C:5](=[CH:6][CH:7]=[CH:8][CH:9]=2)[CH:4]=[CH:3][CH2:2]1. (3) Given the product [C:38]([C:33]1[CH:34]=[CH:35][CH:36]=[CH:37][C:32]=1[C:31]1[C:19]2[CH2:18][C:17](=[CH:16][CH2:15][CH2:14][N:11]3[CH2:12][CH2:13][C:8]([C:5]4[CH:6]=[CH:7][C:2]([Cl:1])=[CH:3][CH:4]=4)([OH:40])[CH2:9][CH2:10]3)[C:27]3[C:22]([O:21][C:20]=2[CH:28]=[CH:29][CH:30]=1)=[N:23][CH:24]=[CH:25][CH:26]=3)([OH:42])=[O:39], predict the reactants needed to synthesize it. The reactants are: [Cl:1][C:2]1[CH:7]=[CH:6][C:5]([C:8]2([OH:40])[CH2:13][CH2:12][N:11]([CH2:14][CH2:15][CH:16]=[C:17]3[C:27]4[C:22](=[N:23][CH:24]=[CH:25][CH:26]=4)[O:21][C:20]4[CH:28]=[CH:29][CH:30]=[C:31]([C:32]5[CH:37]=[CH:36][CH:35]=[CH:34][C:33]=5[CH:38]=[O:39])[C:19]=4[CH2:18]3)[CH2:10][CH2:9]2)=[CH:4][CH:3]=1.S(N)(=O)(=O)[OH:42].Cl([O-])=O.[Na+]. (4) Given the product [Br:1][C:2]1[CH:9]=[CH:8][C:5]2[CH:6]=[C:18]([C:19]([OH:21])=[O:20])[O:10][C:4]=2[CH:3]=1, predict the reactants needed to synthesize it. The reactants are: [Br:1][C:2]1[CH:9]=[CH:8][C:5]([CH:6]=O)=[C:4]([OH:10])[CH:3]=1.C(=O)([O-])[O-].[K+].[K+].Cl[CH2:18][C:19]([O:21]C)=[O:20].[OH-].[K+]. (5) Given the product [OH:4][C:5]1[C:22]([I:23])=[CH:21][C:20]2[C@@H:19]3[C@H:10]([C@H:11]4[C@@:15]([CH2:17][CH2:18]3)([CH3:16])[C:14](=[O:24])[CH2:13][CH2:12]4)[C@@H:9]([OH:25])[CH2:8][C:7]=2[CH:6]=1, predict the reactants needed to synthesize it. The reactants are: C([O:4][C:5]1[C:22]([I:23])=[CH:21][C:20]2[C@@H:19]3[C@H:10]([C@H:11]4[C@@:15]([CH2:17][CH2:18]3)([CH3:16])[C:14](=[O:24])[CH2:13][CH2:12]4)[C@@H:9]([O:25]C(=O)C)[CH2:8][C:7]=2[CH:6]=1)(=O)C.C[O-].[Na+]. (6) Given the product [N:1]1[CH:2]=[CH:3][N:4]2[C:9]=1[CH:8]=[CH:7][C:6]([O:10][C:11]1[CH:12]=[C:13]([NH:14][C:32]([NH:31][C:25]3[CH:30]=[CH:29][CH:28]=[CH:27][CH:26]=3)=[O:33])[CH:15]=[CH:16][CH:17]=1)=[N:5]2, predict the reactants needed to synthesize it. The reactants are: [N:1]1[CH:2]=[CH:3][N:4]2[C:9]=1[CH:8]=[CH:7][C:6]([O:10][C:11]1[CH:12]=[C:13]([CH:15]=[CH:16][CH:17]=1)[NH2:14])=[N:5]2.C(N(CC)CC)C.[C:25]1([N:31]=[C:32]=[O:33])[CH:30]=[CH:29][CH:28]=[CH:27][CH:26]=1.